From a dataset of Full USPTO retrosynthesis dataset with 1.9M reactions from patents (1976-2016). Predict the reactants needed to synthesize the given product. (1) Given the product [Cl:1][C:2]1[CH:7]=[C:6]([Cl:8])[CH:5]=[CH:4][C:3]=1[C:9]1[CH:14]=[CH:13][C:12]([CH:25]2[CH2:27][CH2:26]2)=[C:11]([CH:23]=[O:24])[CH:10]=1, predict the reactants needed to synthesize it. The reactants are: [Cl:1][C:2]1[CH:7]=[C:6]([Cl:8])[CH:5]=[CH:4][C:3]=1[C:9]1[CH:14]=[CH:13][C:12](OS(C(F)(F)F)(=O)=O)=[C:11]([CH:23]=[O:24])[CH:10]=1.[CH:25]1(B(O)O)[CH2:27][CH2:26]1.P([O-])([O-])([O-])=O.[K+].[K+].[K+].[Br-].[Na+]. (2) Given the product [CH3:23][O:1][C:2]1[CH:3]=[C:4]2[C:9](=[C:10]([O:12][CH3:13])[CH:11]=1)[O:8][CH:7]([C:14]([F:17])([F:15])[F:16])[C:6]([C:18]([O:20][CH2:21][CH3:22])=[O:19])=[CH:5]2, predict the reactants needed to synthesize it. The reactants are: [OH:1][C:2]1[CH:3]=[C:4]2[C:9](=[C:10]([O:12][CH3:13])[CH:11]=1)[O:8][CH:7]([C:14]([F:17])([F:16])[F:15])[C:6]([C:18]([O:20][CH2:21][CH3:22])=[O:19])=[CH:5]2.[C:23]([O-])([O-])=O.[K+].[K+]. (3) The reactants are: [F:1][C:2]([F:20])([F:19])[C:3]1[CH:4]=[C:5]([CH:16]=[CH:17][CH:18]=1)[CH2:6][N:7]1[CH2:11][C@H:10]2[CH:12]([NH2:15])[CH2:13][CH2:14][C@H:9]2[CH2:8]1.C(N(CC)CC)C.[F:28][C:29]([F:41])([F:40])[C:30]1[CH:31]=[C:32]([S:36](Cl)(=[O:38])=[O:37])[CH:33]=[CH:34][CH:35]=1. Given the product [F:41][C:29]([F:28])([F:40])[C:30]1[CH:31]=[C:32]([S:36]([NH:15][C@@H:12]2[C@H:10]3[C@H:9]([CH2:8][N:7]([CH2:6][C:5]4[CH:16]=[CH:17][CH:18]=[C:3]([C:2]([F:19])([F:1])[F:20])[CH:4]=4)[CH2:11]3)[CH2:14][CH2:13]2)(=[O:37])=[O:38])[CH:33]=[CH:34][CH:35]=1, predict the reactants needed to synthesize it. (4) Given the product [CH2:24]([O:12][C:3]1[CH:4]=[C:5]([CH3:11])[C:6]([N+:8]([O-:10])=[O:9])=[CH:7][C:2]=1[CH3:1])[C:25]1[CH:30]=[CH:29][CH:28]=[CH:27][CH:26]=1, predict the reactants needed to synthesize it. The reactants are: [CH3:1][C:2]1[CH:7]=[C:6]([N+:8]([O-:10])=[O:9])[C:5]([CH3:11])=[CH:4][C:3]=1[OH:12].CN(C=O)C.C([O-])([O-])=O.[K+].[K+].[CH2:24](Cl)[C:25]1[CH:30]=[CH:29][CH:28]=[CH:27][CH:26]=1. (5) Given the product [Cl:21][C:22]1[CH:23]=[C:24]([NH:28][C:2]2[C:11]3[C:6](=[CH:7][C:8]([O:12][CH3:13])=[CH:9][CH:10]=3)[CH:5]=[C:4]([NH:14][C:15]3[CH:19]=[C:18]([CH3:20])[NH:17][N:16]=3)[N:3]=2)[CH:25]=[CH:26][CH:27]=1, predict the reactants needed to synthesize it. The reactants are: Cl[C:2]1[C:11]2[C:6](=[CH:7][C:8]([O:12][CH3:13])=[CH:9][CH:10]=2)[CH:5]=[C:4]([NH:14][C:15]2[CH:19]=[C:18]([CH3:20])[NH:17][N:16]=2)[N:3]=1.[Cl:21][C:22]1[CH:23]=[C:24]([NH2:28])[CH:25]=[CH:26][CH:27]=1.